From a dataset of Peptide-MHC class I binding affinity with 185,985 pairs from IEDB/IMGT. Regression. Given a peptide amino acid sequence and an MHC pseudo amino acid sequence, predict their binding affinity value. This is MHC class I binding data. (1) The peptide sequence is ALLSCLTTPA. The MHC is HLA-A02:01 with pseudo-sequence HLA-A02:01. The binding affinity (normalized) is 0.530. (2) The peptide sequence is ALTDLGLLYT. The MHC is HLA-A02:02 with pseudo-sequence HLA-A02:02. The binding affinity (normalized) is 0.510. (3) The peptide sequence is RARKRGITL. The MHC is HLA-B15:01 with pseudo-sequence HLA-B15:01. The binding affinity (normalized) is 0.285. (4) The peptide sequence is VILPDKIDGL. The MHC is HLA-A02:02 with pseudo-sequence HLA-A02:02. The binding affinity (normalized) is 0.168. (5) The peptide sequence is RPASAGAML. The MHC is HLA-B27:05 with pseudo-sequence HLA-B27:05. The binding affinity (normalized) is 0.0847. (6) The peptide sequence is FPRCRYVHK. The MHC is HLA-A01:01 with pseudo-sequence HLA-A01:01. The binding affinity (normalized) is 0.0847.